From a dataset of Catalyst prediction with 721,799 reactions and 888 catalyst types from USPTO. Predict which catalyst facilitates the given reaction. (1) Reactant: [C:1]1([C:7]2([CH3:15])[CH2:12][N:11]([CH3:13])[C:10](=[O:14])[NH:9][CH2:8]2)[CH2:6][CH2:5][CH2:4][CH2:3][CH:2]=1.[H-].[Na+].[CH2:18]1[O:26][CH:19]1[C:20]1[CH:25]=[CH:24][CH:23]=[CH:22][CH:21]=1. Product: [C:1]1([C:7]2([CH3:15])[CH2:8][N:9]([CH2:18][CH:19]([OH:26])[C:20]3[CH:25]=[CH:24][CH:23]=[CH:22][CH:21]=3)[C:10](=[O:14])[N:11]([CH3:13])[CH2:12]2)[CH2:6][CH2:5][CH2:4][CH2:3][CH:2]=1. The catalyst class is: 3. (2) The catalyst class is: 8. Reactant: [C:1]([CH:3]([CH3:9])[C:4]([O:6][CH2:7][CH3:8])=[O:5])#[N:2].C=O.[C:12](=O)([O-])[O-:13].[K+].[K+]. Product: [CH2:7]([O:6][C:4](=[O:5])[C:3]([C:1]#[N:2])([CH2:12][OH:13])[CH3:9])[CH3:8]. (3) Reactant: O.[F:2][C:3]1[CH:8]=[CH:7][C:6]([CH2:9][C:10]([OH:12])=O)=[CH:5][CH:4]=1.CN(C)C=O.C(Cl)(=O)C([Cl:21])=O. Product: [F:2][C:3]1[CH:8]=[CH:7][C:6]([CH2:9][C:10]([Cl:21])=[O:12])=[CH:5][CH:4]=1. The catalyst class is: 11. (4) Reactant: [C:1]1(C2C=CC=CC=2)[CH:6]=[CH:5][CH:4]=[C:3]([C:7]2[N:12]=[CH:11][N:10]=[C:9]([NH:13][C:14]3[CH:19]=[CH:18][C:17]([N:20](CCCl)[CH2:21][CH3:22])=[CH:16][CH:15]=3)[CH:8]=2)[CH:2]=1.[CH:32]1(N)[CH2:37][CH2:36][CH2:35][CH2:34][CH2:33]1. Product: [C:1]1([C:1]2[CH:6]=[CH:5][CH:4]=[CH:3][CH:2]=2)[CH:6]=[CH:5][CH:4]=[C:3]([C:7]2[N:12]=[CH:11][N:10]=[C:9]([N:13]([CH2:8][CH2:9][NH:10][CH2:11][CH:32]3[CH2:37][CH2:36][CH2:35][CH2:34][CH2:33]3)[C:14]3[CH:15]=[CH:16][C:17]([NH:20][CH2:21][CH3:22])=[CH:18][CH:19]=3)[CH:8]=2)[CH:2]=1. The catalyst class is: 60. (5) Reactant: [CH:1]1([OH:6])[CH2:5][CH2:4][CH2:3][CH2:2]1.[H-].[Na+].Br[C:10]1[CH:14]=[CH:13][S:12][CH:11]=1.[C-]#N.[Na+]. Product: [CH:1]1([O:6][C:10]2[CH:14]=[CH:13][S:12][CH:11]=2)[CH2:5][CH2:4][CH2:3][CH2:2]1. The catalyst class is: 35. (6) Reactant: Cl.[NH2:2][C:3](=[NH:10])[CH2:4][C:5]([O:7][CH2:8][CH3:9])=[O:6].C(N(CC)CC)C.[C:18]([O:22][CH2:23][CH3:24])(=[O:21])[CH:19]=[CH2:20].C(=O)([O-])O.[Na+]. Product: [C:3]([CH:4]([CH2:20][CH2:19][C:18]([O:22][CH2:23][CH3:24])=[O:21])[C:5]([O:7][CH2:8][CH3:9])=[O:6])(=[NH:2])[NH2:10]. The catalyst class is: 8. (7) Reactant: [N:1]1([C:6]2[CH:11]=[CH:10][C:9]([C:12]3[N:17]=[C:16]4[N:18]([CH2:22]C5CCOCC5)[C:19](=[O:21])[NH:20][C:15]4=[N:14][CH:13]=3)=[CH:8][CH:7]=2)[CH:5]=[CH:4][CH:3]=[N:2]1.C[Sn](C)(C)C1C=CC(N2C=CC=N2)=CC=1.BrC1N=C2N([CH2:55][CH:56]3[CH2:61][CH2:60][O:59][CH2:58][CH2:57]3)C(=O)NC2=NC=1. Product: [N:1]1([C:6]2[CH:7]=[CH:8][C:9]([C:12]3[N:17]=[C:16]4[N:18]([CH2:22][CH2:55][CH:56]5[CH2:61][CH2:60][O:59][CH2:58][CH2:57]5)[C:19](=[O:21])[NH:20][C:15]4=[N:14][CH:13]=3)=[CH:10][CH:11]=2)[CH:5]=[CH:4][CH:3]=[N:2]1. The catalyst class is: 3. (8) Reactant: I[C:2]1[C:7](=[O:8])[NH:6][CH:5]=[C:4]([C:9]([O:11][CH2:12][CH3:13])=[O:10])[CH:3]=1.C(=O)([O-])[O-].[K+].[K+].[SH:20][CH2:21][CH2:22][OH:23]. Product: [OH:23][CH2:22][CH2:21][S:20][C:2]1[C:7](=[O:8])[NH:6][CH:5]=[C:4]([C:9]([O:11][CH2:12][CH3:13])=[O:10])[CH:3]=1. The catalyst class is: 590.